Predict the product of the given reaction. From a dataset of Forward reaction prediction with 1.9M reactions from USPTO patents (1976-2016). (1) Given the reactants C(O[CH:4](OCC)[CH2:5][O:6][C@@H:7]([CH:12]1[CH2:14][CH2:13]1)[CH2:8]/[CH:9]=[CH:10]/[CH3:11])C.C(OC[C@H](OCC=[N:34][OH:35])CC=C)C1C=CC=CC=1.C(OC(OCC)CO[C@H](CC=C)COCC1C=CC=CC=1)C.C(OC[C@@H]1OCC2=NOC[C@@H]2C1)C1C=CC=CC=1, predict the reaction product. The product is: [CH:12]1([C@H:7]([O:6][CH2:5][CH:4]=[N:34][OH:35])[CH2:8]/[CH:9]=[CH:10]/[CH3:11])[CH2:14][CH2:13]1. (2) Given the reactants [F:1][C:2]1[CH:28]=[C:27]([F:29])[CH:26]=[CH:25][C:3]=1[CH2:4][O:5][C:6]1[CH:11]=[C:10]([CH3:12])[N:9]([CH2:13][C:14]2[CH:23]=[CH:22][C:17]([C:18](OC)=[O:19])=[CH:16][N:15]=2)[C:8](=[O:24])[CH:7]=1.[H-].[Al+3].[Li+].[H-].[H-].[H-].S([O-])(O)(=O)=O.[K+], predict the reaction product. The product is: [F:1][C:2]1[CH:28]=[C:27]([F:29])[CH:26]=[CH:25][C:3]=1[CH2:4][O:5][C:6]1[CH:11]=[C:10]([CH3:12])[N:9]([CH2:13][C:14]2[CH:23]=[CH:22][C:17]([CH2:18][OH:19])=[CH:16][N:15]=2)[C:8](=[O:24])[CH:7]=1. (3) Given the reactants [Br:1][C:2]1[C:7]([OH:8])=[CH:6][CH:5]=[CH:4][N:3]=1.C(=O)([O-])[O-].[K+].[K+].[I:15]I.Cl, predict the reaction product. The product is: [Br:1][C:2]1[C:7]([OH:8])=[CH:6][CH:5]=[C:4]([I:15])[N:3]=1. (4) Given the reactants [CH3:1][N:2]1[C:6]([C:7]2[CH:8]=[C:9]([C:13]([O:15]C)=[O:14])[S:10][C:11]=2[CH3:12])=[C:5]([CH3:17])[CH:4]=[N:3]1.[OH-].[Na+], predict the reaction product. The product is: [CH3:1][N:2]1[C:6]([C:7]2[CH:8]=[C:9]([C:13]([OH:15])=[O:14])[S:10][C:11]=2[CH3:12])=[C:5]([CH3:17])[CH:4]=[N:3]1. (5) The product is: [CH2:1]([NH:8][C:9]1[C:10]([NH2:22])=[CH:11][CH:12]=[C:13]([N:15]2[CH2:20][CH2:19][N:18]([CH3:21])[CH2:17][CH2:16]2)[CH:14]=1)[C:2]1[CH:3]=[CH:4][CH:5]=[CH:6][CH:7]=1. Given the reactants [CH2:1]([NH:8][C:9]1[CH:14]=[C:13]([N:15]2[CH2:20][CH2:19][N:18]([CH3:21])[CH2:17][CH2:16]2)[CH:12]=[CH:11][C:10]=1[N+:22]([O-])=O)[C:2]1[CH:7]=[CH:6][CH:5]=[CH:4][CH:3]=1.Cl.O1CCOCC1, predict the reaction product. (6) Given the reactants [N+:1]([C:4]1[CH:5]=[C:6]([CH:9]=[CH:10][CH:11]=1)[CH2:7][Cl:8])([O-:3])=[O:2].[O:12]1[CH:16]2[O:17][CH2:18][CH2:19][N:15]2[CH2:14][CH2:13]1, predict the reaction product. The product is: [Cl-:8].[N+:1]([C:4]1[CH:5]=[C:6]([CH:9]=[CH:10][CH:11]=1)[CH2:7][N+:15]12[CH2:19][CH2:18][O:17][CH:16]1[O:12][CH2:13][CH2:14]2)([O-:3])=[O:2]. (7) The product is: [CH2:1]([C:9]1[CH:10]=[C:11]2[C:15](=[CH:16][CH:17]=1)[N:14]([C:18]([NH:20][CH2:21][CH2:22][C:23]([OH:25])=[O:24])=[O:19])[CH2:13][CH2:12]2)[CH2:2][CH2:3][CH2:4][CH2:5][CH2:6][CH2:7][CH3:8]. Given the reactants [CH2:1]([C:9]1[CH:10]=[C:11]2[C:15](=[CH:16][CH:17]=1)[N:14]([C:18]([NH:20][CH2:21][CH2:22][C:23]([O:25]CC)=[O:24])=[O:19])[CH2:13][CH2:12]2)[CH2:2][CH2:3][CH2:4][CH2:5][CH2:6][CH2:7][CH3:8].C(C1C=CC(NC(=O)NCCC(OCC)=O)=CC=1)CCCCCCC, predict the reaction product.